The task is: Binary Classification. Given a T-cell receptor sequence (or CDR3 region) and an epitope sequence, predict whether binding occurs between them.. This data is from TCR-epitope binding with 47,182 pairs between 192 epitopes and 23,139 TCRs. (1) The epitope is TPGPGVRYPL. The TCR CDR3 sequence is CASSESPGYGYTF. Result: 0 (the TCR does not bind to the epitope). (2) The epitope is KLSALGINAV. The TCR CDR3 sequence is CASSEQGDSNQPQHF. Result: 0 (the TCR does not bind to the epitope). (3) The epitope is WICLLQFAY. The TCR CDR3 sequence is CASSLGGAEQYF. Result: 0 (the TCR does not bind to the epitope). (4) The epitope is SLYNTVATL. The TCR CDR3 sequence is CASSLRTSGSYEQYF. Result: 0 (the TCR does not bind to the epitope). (5) The epitope is LPRRSGAAGA. The TCR CDR3 sequence is CSAVVVQKPSYEQYF. Result: 1 (the TCR binds to the epitope). (6) The epitope is LPAADLDDF. The TCR CDR3 sequence is CASSQGGTGTGELFF. Result: 0 (the TCR does not bind to the epitope). (7) The epitope is LPRRSGAAGA. The TCR CDR3 sequence is CASSIQGGREAFF. Result: 1 (the TCR binds to the epitope).